This data is from Rat liver microsome stability data. The task is: Regression/Classification. Given a drug SMILES string, predict its absorption, distribution, metabolism, or excretion properties. Task type varies by dataset: regression for continuous measurements (e.g., permeability, clearance, half-life) or binary classification for categorical outcomes (e.g., BBB penetration, CYP inhibition). Dataset: rlm. The compound is Cc1ccnc(NC(=S)N2CCN(c3cccc(C(F)(F)F)n3)CC2)c1. The result is 1 (stable in rat liver microsomes).